Dataset: Full USPTO retrosynthesis dataset with 1.9M reactions from patents (1976-2016). Task: Predict the reactants needed to synthesize the given product. (1) Given the product [CH2:1]([O:3][C:4](=[O:17])[CH2:5][C:6]1[C:11]([C:12]([F:15])([F:14])[F:13])=[CH:10][CH:9]=[C:8]([N:74]2[CH2:75][CH2:76][N:71]([CH3:70])[CH2:72][CH2:73]2)[N:7]=1)[CH3:2], predict the reactants needed to synthesize it. The reactants are: [CH2:1]([O:3][C:4](=[O:17])[CH2:5][C:6]1[C:11]([C:12]([F:15])([F:14])[F:13])=[CH:10][CH:9]=[C:8](Cl)[N:7]=1)[CH3:2].C1(P(C2C=CC=CC=2)C2C=CC3C(=CC=CC=3)C=2C2C3C(=CC=CC=3)C=CC=2P(C2C=CC=CC=2)C2C=CC=CC=2)C=CC=CC=1.CC(C)([O-])C.[Na+].[CH3:70][N:71]1[CH2:76][CH2:75][NH:74][CH2:73][CH2:72]1. (2) Given the product [C:1]([O:4][CH2:5][C@:6]1([CH3:11])[CH2:8][C@H:7]1[CH2:9][OH:10])(=[O:3])[CH3:2], predict the reactants needed to synthesize it. The reactants are: [C:1]([O:4][CH2:5][C@:6]1([CH3:11])[CH2:8][C@H:7]1[CH:9]=[O:10])(=[O:3])[CH3:2].[BH4-].[Na+].O.C(Cl)Cl.